This data is from Full USPTO retrosynthesis dataset with 1.9M reactions from patents (1976-2016). The task is: Predict the reactants needed to synthesize the given product. (1) Given the product [C:27]([O:26][C:24]([N:10]([C:11]1[N:16]2[N:17]=[CH:18][CH:19]=[C:15]2[C:14]([C:20]#[N:21])=[C:13]([OH:22])[C:12]=1[CH3:23])[C:7]1[CH:6]=[CH:5][C:4]([O:3][CH2:1][CH3:2])=[CH:9][CH:8]=1)=[O:25])([CH3:30])([CH3:29])[CH3:28], predict the reactants needed to synthesize it. The reactants are: [CH2:1]([O:3][C:4]1[CH:9]=[CH:8][C:7]([NH:10][C:11]2[N:16]3[N:17]=[CH:18][CH:19]=[C:15]3[C:14]([C:20]#[N:21])=[C:13]([OH:22])[C:12]=2[CH3:23])=[CH:6][CH:5]=1)[CH3:2].[C:24](O[C:24]([O:26][C:27]([CH3:30])([CH3:29])[CH3:28])=[O:25])([O:26][C:27]([CH3:30])([CH3:29])[CH3:28])=[O:25].[OH-].[Na+]. (2) Given the product [CH:37]([N:23]([C:21]([C:20]1[C:2]([O:47][CH3:46])=[CH:3][C:4]2[O:9][C:8]([CH3:11])([CH3:10])[C:7](=[O:12])[N:6]([CH2:13][CH2:14][CH2:15][CH2:16][O:17][CH3:18])[C:5]=2[CH:19]=1)=[O:22])[C@@H:24]1[CH2:29][CH2:28][CH2:27][N:26]([C:30]([O:32][C:33]([CH3:36])([CH3:35])[CH3:34])=[O:31])[CH2:25]1)([CH3:39])[CH3:38], predict the reactants needed to synthesize it. The reactants are: Br[C:2]1[C:20]([C:21]([N:23]([CH:37]([CH3:39])[CH3:38])[C@@H:24]2[CH2:29][CH2:28][CH2:27][N:26]([C:30]([O:32][C:33]([CH3:36])([CH3:35])[CH3:34])=[O:31])[CH2:25]2)=[O:22])=[CH:19][C:5]2[N:6]([CH2:13][CH2:14][CH2:15][CH2:16][O:17][CH3:18])[C:7](=[O:12])[C:8]([CH3:11])([CH3:10])[O:9][C:4]=2[CH:3]=1.C[O-].[Na+].CN([CH:46]=[O:47])C.